Dataset: Reaction yield outcomes from USPTO patents with 853,638 reactions. Task: Predict the reaction yield, written as a fraction of the theoretical maximum amount of product (1.0 means a 100% yield; for example, 0.34 means a 34% yield). (1) The reactants are [Br:1][C:2]1[CH:7]=[CH:6][C:5]([S:8]([N:11]2[CH2:18][CH2:17][C:14]3([O:16][CH2:15]3)[CH2:13][CH2:12]2)(=[O:10])=[O:9])=[CH:4][CH:3]=1.[O:19]1[CH2:22][CH:21]([NH2:23])[CH2:20]1.[Al]. The catalyst is C(O)C. The product is [Br:1][C:2]1[CH:7]=[CH:6][C:5]([S:8]([N:11]2[CH2:18][CH2:17][C:14]([CH2:15][NH:23][CH:21]3[CH2:22][O:19][CH2:20]3)([OH:16])[CH2:13][CH2:12]2)(=[O:10])=[O:9])=[CH:4][CH:3]=1. The yield is 0.700. (2) The reactants are [CH:1]1([C:4]2[CH:9]=[CH:8][CH:7]=[CH:6][CH:5]=2)[CH2:3][CH2:2]1.C([O-])(=O)C.[Na+].[Br:15]Br.OS([O-])=O.[Na+]. The catalyst is C(O)(=O)C.O. The product is [CH:1]1([C:4]2[CH:9]=[CH:8][C:7]([Br:15])=[CH:6][CH:5]=2)[CH2:3][CH2:2]1. The yield is 0.210. (3) The reactants are [NH:1]([C:5]1[CH:14]=[C:13]([C:15]([NH:17][N:18]=[C:19]([C:21]2[C:25]([OH:26])=[C:24]([C:27]3[CH:32]=[CH:31][C:30]([C:33]([CH3:36])([CH3:35])[CH3:34])=[CH:29][CH:28]=3)[S:23][CH:22]=2)[CH3:20])=[O:16])[CH:12]=[CH:11][C:6]=1[C:7]([O:9]C)=[O:8])[C:2]([CH3:4])=[O:3].[OH-].[Na+].Cl. The catalyst is C(O)(C)C. The product is [NH:1]([C:5]1[CH:14]=[C:13]([C:15]([NH:17][N:18]=[C:19]([C:21]2[C:25]([OH:26])=[C:24]([C:27]3[CH:28]=[CH:29][C:30]([C:33]([CH3:36])([CH3:35])[CH3:34])=[CH:31][CH:32]=3)[S:23][CH:22]=2)[CH3:20])=[O:16])[CH:12]=[CH:11][C:6]=1[C:7]([OH:9])=[O:8])[C:2]([CH3:4])=[O:3]. The yield is 0.350. (4) The reactants are [H-].[Na+].[CH3:3][C:4]1[N:9]=[CH:8][C:7]([CH2:10][C:11]#[N:12])=[CH:6][CH:5]=1.Br[CH2:14][CH:15]([CH3:17])[CH3:16]. The catalyst is C1COCC1. The product is [CH3:14][CH:15]([CH3:17])[CH2:16][CH:10]([C:7]1[CH:8]=[N:9][C:4]([CH3:3])=[CH:5][CH:6]=1)[C:11]#[N:12]. The yield is 0.640. (5) The reactants are [Cl:1][C:2]1[CH:3]=[C:4]2[C:9](=[CH:10][CH:11]=1)[N:8]=[C:7]([O:12][CH3:13])[C:6]([NH:14][C:15](=[O:19])OCC)=[N:5]2.[F:20][C:21]1[CH:26]=[CH:25][C:24]([N:27]2[CH2:32][CH2:31][NH:30][CH2:29][CH2:28]2)=[CH:23][CH:22]=1. No catalyst specified. The product is [Cl:1][C:2]1[CH:3]=[C:4]2[C:9](=[CH:10][CH:11]=1)[N:8]=[C:7]([O:12][CH3:13])[C:6]([NH:14][C:15]([N:30]1[CH2:29][CH2:28][N:27]([C:24]3[CH:23]=[CH:22][C:21]([F:20])=[CH:26][CH:25]=3)[CH2:32][CH2:31]1)=[O:19])=[N:5]2. The yield is 0.770.